From a dataset of NCI-60 drug combinations with 297,098 pairs across 59 cell lines. Regression. Given two drug SMILES strings and cell line genomic features, predict the synergy score measuring deviation from expected non-interaction effect. (1) Drug 1: C1C(C(OC1N2C=C(C(=O)NC2=O)F)CO)O. Drug 2: C1=NC2=C(N=C(N=C2N1C3C(C(C(O3)CO)O)F)Cl)N. Cell line: HT29. Synergy scores: CSS=-6.90, Synergy_ZIP=7.01, Synergy_Bliss=7.82, Synergy_Loewe=2.77, Synergy_HSA=-0.277. (2) Drug 1: C1=CC(=CC=C1C#N)C(C2=CC=C(C=C2)C#N)N3C=NC=N3. Drug 2: C1CNP(=O)(OC1)N(CCCl)CCCl. Cell line: HCT116. Synergy scores: CSS=-2.08, Synergy_ZIP=6.27, Synergy_Bliss=4.67, Synergy_Loewe=-1.07, Synergy_HSA=-3.13.